This data is from Peptide-MHC class I binding affinity with 185,985 pairs from IEDB/IMGT. The task is: Regression. Given a peptide amino acid sequence and an MHC pseudo amino acid sequence, predict their binding affinity value. This is MHC class I binding data. (1) The peptide sequence is LMDMITLSL. The MHC is HLA-A32:01 with pseudo-sequence HLA-A32:01. The binding affinity (normalized) is 0.686. (2) The peptide sequence is KQSSFLSSL. The MHC is BoLA-T2b with pseudo-sequence BoLA-T2b. The binding affinity (normalized) is 0.104. (3) The peptide sequence is LMEHWALGA. The MHC is HLA-B08:01 with pseudo-sequence HLA-B08:01. The binding affinity (normalized) is 0.217. (4) The peptide sequence is CPRIFSHSF. The MHC is HLA-A02:01 with pseudo-sequence HLA-A02:01. The binding affinity (normalized) is 0.0847. (5) The peptide sequence is KECVDGTLL. The MHC is HLA-A01:01 with pseudo-sequence HLA-A01:01. The binding affinity (normalized) is 0.0847. (6) The peptide sequence is ELRQLAQSL. The MHC is HLA-B39:01 with pseudo-sequence HLA-B39:01. The binding affinity (normalized) is 0.0847. (7) The peptide sequence is FYLPNIVDY. The MHC is HLA-B27:05 with pseudo-sequence HLA-B27:05. The binding affinity (normalized) is 0.0847.